This data is from NCI-60 drug combinations with 297,098 pairs across 59 cell lines. The task is: Regression. Given two drug SMILES strings and cell line genomic features, predict the synergy score measuring deviation from expected non-interaction effect. (1) Cell line: CCRF-CEM. Synergy scores: CSS=-4.06, Synergy_ZIP=4.31, Synergy_Bliss=3.84, Synergy_Loewe=-5.04, Synergy_HSA=-3.15. Drug 2: CCC1(CC2CC(C3=C(CCN(C2)C1)C4=CC=CC=C4N3)(C5=C(C=C6C(=C5)C78CCN9C7C(C=CC9)(C(C(C8N6C)(C(=O)OC)O)OC(=O)C)CC)OC)C(=O)OC)O.OS(=O)(=O)O. Drug 1: CCC1=C2CN3C(=CC4=C(C3=O)COC(=O)C4(CC)O)C2=NC5=C1C=C(C=C5)O. (2) Drug 1: C1CCC(C1)C(CC#N)N2C=C(C=N2)C3=C4C=CNC4=NC=N3. Drug 2: CC1OCC2C(O1)C(C(C(O2)OC3C4COC(=O)C4C(C5=CC6=C(C=C35)OCO6)C7=CC(=C(C(=C7)OC)O)OC)O)O. Cell line: 786-0. Synergy scores: CSS=32.9, Synergy_ZIP=10.2, Synergy_Bliss=9.83, Synergy_Loewe=-3.48, Synergy_HSA=11.5. (3) Drug 1: C1C(C(OC1N2C=NC3=C(N=C(N=C32)Cl)N)CO)O. Drug 2: CC1C(C(CC(O1)OC2CC(OC(C2O)C)OC3=CC4=CC5=C(C(=O)C(C(C5)C(C(=O)C(C(C)O)O)OC)OC6CC(C(C(O6)C)O)OC7CC(C(C(O7)C)O)OC8CC(C(C(O8)C)O)(C)O)C(=C4C(=C3C)O)O)O)O. Cell line: KM12. Synergy scores: CSS=63.0, Synergy_ZIP=-4.50, Synergy_Bliss=0.247, Synergy_Loewe=-1.10, Synergy_HSA=-1.04. (4) Drug 1: CCC1(CC2CC(C3=C(CCN(C2)C1)C4=CC=CC=C4N3)(C5=C(C=C6C(=C5)C78CCN9C7C(C=CC9)(C(C(C8N6C)(C(=O)OC)O)OC(=O)C)CC)OC)C(=O)OC)O.OS(=O)(=O)O. Drug 2: C1C(C(OC1N2C=NC(=NC2=O)N)CO)O. Cell line: RXF 393. Synergy scores: CSS=6.02, Synergy_ZIP=-4.76, Synergy_Bliss=-3.96, Synergy_Loewe=-6.89, Synergy_HSA=-4.17. (5) Drug 1: C1=NC2=C(N=C(N=C2N1C3C(C(C(O3)CO)O)F)Cl)N. Drug 2: CC12CCC3C(C1CCC2OP(=O)(O)O)CCC4=C3C=CC(=C4)OC(=O)N(CCCl)CCCl.[Na+]. Cell line: SK-OV-3. Synergy scores: CSS=-2.87, Synergy_ZIP=2.05, Synergy_Bliss=1.88, Synergy_Loewe=-104, Synergy_HSA=-4.46. (6) Cell line: SNB-75. Drug 2: C1=NNC2=C1C(=O)NC=N2. Drug 1: CC1=C(C(CCC1)(C)C)C=CC(=CC=CC(=CC(=O)O)C)C. Synergy scores: CSS=-6.61, Synergy_ZIP=3.31, Synergy_Bliss=1.25, Synergy_Loewe=-6.43, Synergy_HSA=-5.91. (7) Drug 1: CC1C(C(CC(O1)OC2CC(CC3=C2C(=C4C(=C3O)C(=O)C5=C(C4=O)C(=CC=C5)OC)O)(C(=O)CO)O)N)O.Cl. Drug 2: C1=NC2=C(N1)C(=S)N=CN2. Cell line: DU-145. Synergy scores: CSS=54.0, Synergy_ZIP=-1.44, Synergy_Bliss=-0.495, Synergy_Loewe=-3.15, Synergy_HSA=2.68. (8) Drug 1: CC1=CC2C(CCC3(C2CCC3(C(=O)C)OC(=O)C)C)C4(C1=CC(=O)CC4)C. Drug 2: C(CN)CNCCSP(=O)(O)O. Cell line: HL-60(TB). Synergy scores: CSS=10.4, Synergy_ZIP=-5.31, Synergy_Bliss=-4.48, Synergy_Loewe=-2.83, Synergy_HSA=-3.77. (9) Drug 1: C1=CN(C=N1)CC(O)(P(=O)(O)O)P(=O)(O)O. Drug 2: C#CCC(CC1=CN=C2C(=N1)C(=NC(=N2)N)N)C3=CC=C(C=C3)C(=O)NC(CCC(=O)O)C(=O)O. Cell line: HOP-92. Synergy scores: CSS=2.73, Synergy_ZIP=-0.551, Synergy_Bliss=-1.85, Synergy_Loewe=-3.91, Synergy_HSA=-2.33. (10) Drug 1: C1=C(C(=O)NC(=O)N1)F. Drug 2: C1=NC2=C(N1)C(=S)N=C(N2)N. Cell line: UACC62. Synergy scores: CSS=33.2, Synergy_ZIP=-3.58, Synergy_Bliss=-4.10, Synergy_Loewe=-0.976, Synergy_HSA=1.81.